Task: Binary Classification. Given a drug SMILES string, predict its activity (active/inactive) in a high-throughput screening assay against a specified biological target.. Dataset: HIV replication inhibition screening data with 41,000+ compounds from the AIDS Antiviral Screen (1) The drug is CC(=O)c1ccc(NC(=O)C(CC(=O)C=Cc2ccccc2)=NNC(N)=S)cc1. The result is 0 (inactive). (2) The compound is O=C1c2ccccc2C(=O)c2sc(Nc3cccc(Cl)c3)nc21. The result is 0 (inactive). (3) The drug is ON=Cc1ncccc1C1OCCO1. The result is 0 (inactive). (4) The molecule is O=C1OCC2OC(O)C(O)C(O)C2OC(=O)c2cc(O)c(O)c(O)c2-c2c(O)c(O)c3oc(=O)c4c(c(O)c(O)c5oc(=O)c2c3c54)-c2c1cc(O)c(O)c2O. The result is 1 (active). (5) The compound is O=[N+]([O-])c1ccccc1S(=O)(=O)c1cccc2c1NCCC2. The result is 1 (active). (6) The drug is Cc1ccc(-c2cc(-c3ccco3)c(C#N)c(=O)n2C2OC(CO)C(O)C(O)C2O)cc1. The result is 1 (active).